This data is from Forward reaction prediction with 1.9M reactions from USPTO patents (1976-2016). The task is: Predict the product of the given reaction. (1) The product is: [CH3:25][O:24][C:19]1[CH:20]=[CH:21][CH:22]=[CH:23][C:18]=1[C@H:7]([C:8]1[C:13]2[C:12](=[CH:17][CH:16]=[CH:15][CH:14]=2)[CH:11]=[CH:10][CH:9]=1)[C@:3]([CH3:26])([C:4]([N:38]1[CH2:37][CH2:36][N:35]([CH2:34][CH2:33][N:30]2[CH2:29][CH2:28][O:27][CH2:32][CH2:31]2)[CH2:40][CH2:39]1)=[O:6])[C:1]#[N:2]. Given the reactants [C:1]([C@:3]([CH3:26])([C@H:7]([C:18]1[CH:23]=[CH:22][CH:21]=[CH:20][C:19]=1[O:24][CH3:25])[C:8]1[C:17]2[C:12](=[CH:13][CH:14]=[CH:15][CH:16]=2)[CH:11]=[CH:10][CH:9]=1)[C:4]([OH:6])=O)#[N:2].[O:27]1[CH2:32][CH2:31][N:30]([CH2:33][CH2:34][N:35]2[CH2:40][CH2:39][NH:38][CH2:37][CH2:36]2)[CH2:29][CH2:28]1, predict the reaction product. (2) Given the reactants [Cl:1][C:2]1[CH:36]=[CH:35][CH:34]=[CH:33][C:3]=1[C:4]([NH:6][C@H:7]1[C:15]2[C:10](=[CH:11][CH:12]=[C:13]([C:16]([N:18]([CH:20]3[CH2:25][CH2:24][N:23](C(OC(C)(C)C)=O)[CH2:22][CH2:21]3)[CH3:19])=[O:17])[CH:14]=2)[CH2:9][CH2:8]1)=[O:5].FC(F)(F)C(O)=O, predict the reaction product. The product is: [Cl:1][C:2]1[CH:36]=[CH:35][CH:34]=[CH:33][C:3]=1[C:4]([NH:6][C@H:7]1[C:15]2[C:10](=[CH:11][CH:12]=[C:13]([C:16]([N:18]([CH3:19])[CH:20]3[CH2:21][CH2:22][NH:23][CH2:24][CH2:25]3)=[O:17])[CH:14]=2)[CH2:9][CH2:8]1)=[O:5].